Regression. Given a peptide amino acid sequence and an MHC pseudo amino acid sequence, predict their binding affinity value. This is MHC class II binding data. From a dataset of Peptide-MHC class II binding affinity with 134,281 pairs from IEDB. (1) The peptide sequence is ELQMSWLPLCVRLER. The MHC is HLA-DQA10501-DQB10402 with pseudo-sequence HLA-DQA10501-DQB10402. The binding affinity (normalized) is 0.671. (2) The peptide sequence is SQILELSWNLNGLQAY. The MHC is HLA-DQA10101-DQB10501 with pseudo-sequence HLA-DQA10101-DQB10501. The binding affinity (normalized) is 0.439. (3) The peptide sequence is GKWLDAKSTWYGKPT. The MHC is HLA-DQA10301-DQB10302 with pseudo-sequence HLA-DQA10301-DQB10302. The binding affinity (normalized) is 0.0565. (4) The peptide sequence is LSPISNMVSMANNHM. The MHC is HLA-DQA10301-DQB10302 with pseudo-sequence HLA-DQA10301-DQB10302. The binding affinity (normalized) is 0.215. (5) The peptide sequence is ASYFAADRILPELTE. The MHC is DRB1_0701 with pseudo-sequence DRB1_0701. The binding affinity (normalized) is 0.422. (6) The peptide sequence is SLYVKPGGTSSGDAT. The MHC is DRB1_0101 with pseudo-sequence DRB1_0101. The binding affinity (normalized) is 0.226. (7) The peptide sequence is QQIKFAALSARAVAL. The MHC is HLA-DPA10103-DPB10301 with pseudo-sequence HLA-DPA10103-DPB10301. The binding affinity (normalized) is 0.809. (8) The peptide sequence is ILKGLYNFATCGLIG. The MHC is DRB1_1101 with pseudo-sequence DRB1_1101. The binding affinity (normalized) is 0.612. (9) The peptide sequence is NDNNLYKLHGGHVSC. The MHC is DRB1_0401 with pseudo-sequence DRB1_0401. The binding affinity (normalized) is 0.287.